This data is from Aqueous solubility values for 9,982 compounds from the AqSolDB database. The task is: Regression/Classification. Given a drug SMILES string, predict its absorption, distribution, metabolism, or excretion properties. Task type varies by dataset: regression for continuous measurements (e.g., permeability, clearance, half-life) or binary classification for categorical outcomes (e.g., BBB penetration, CYP inhibition). For this dataset (solubility_aqsoldb), we predict Y. (1) The compound is O=[Se]=O. The Y is 1.36 log mol/L. (2) The compound is CCCCCCCC(=O)OCCCOC(=O)CCCCCCC. The Y is -7.52 log mol/L. (3) The compound is N=C(N)N.O=[N+]([O-])O. The Y is 0.0103 log mol/L. (4) The drug is CC(=O)[C@@]1(O)CC[C@H]2[C@@H]3C[C@H](C)C4=CC(=O)C=C[C@]4(C)[C@@]3(F)[C@@H](O)C[C@@]21C. The Y is -4.10 log mol/L. (5) The compound is Nc1ccc(S(=O)(=O)O)cc1N. The Y is -1.18 log mol/L. (6) The compound is CCC(=O)OC1C=CC2C3CCC(C3)C12. The Y is -3.56 log mol/L. (7) The drug is Fc1ccc(Oc2ccnc3cc(Cl)cc(Cl)c23)cc1. The Y is -6.42 log mol/L. (8) The compound is OC[C@@H]1CO[C@@](Cn2cncn2)(c2ccc(Cl)cc2Cl)O1. The Y is -2.91 log mol/L. (9) The molecule is IC(I)I. The Y is -3.60 log mol/L. (10) The Y is -2.44 log mol/L. The drug is CC(=O)Nc1nnc(S(N)(=O)=O)s1.